This data is from Peptide-MHC class II binding affinity with 134,281 pairs from IEDB. The task is: Regression. Given a peptide amino acid sequence and an MHC pseudo amino acid sequence, predict their binding affinity value. This is MHC class II binding data. The binding affinity (normalized) is 0.637. The peptide sequence is VAATAGTTVYGAFAA. The MHC is HLA-DQA10501-DQB10301 with pseudo-sequence HLA-DQA10501-DQB10301.